The task is: Predict the reactants needed to synthesize the given product.. This data is from Full USPTO retrosynthesis dataset with 1.9M reactions from patents (1976-2016). (1) The reactants are: Br[C:2]1[S:6][C:5]([C@:7]2([CH3:18])[CH2:12][C@@H:11]([C:13]([F:16])([F:15])[F:14])[O:10][C:9]([NH2:17])=[N:8]2)=[C:4]([Cl:19])[CH:3]=1.[C:20]([C:22]1[CH:23]=[C:24](B(O)O)[CH:25]=[N:26][CH:27]=1)#[N:21].O. Given the product [NH2:17][C:9]1[O:10][C@H:11]([C:13]([F:16])([F:15])[F:14])[CH2:12][C@:7]([C:5]2[S:6][C:2]([C:24]3[CH:25]=[N:26][CH:27]=[C:22]([CH:23]=3)[C:20]#[N:21])=[CH:3][C:4]=2[Cl:19])([CH3:18])[N:8]=1, predict the reactants needed to synthesize it. (2) Given the product [C:1]([C:5]1[N:10]=[C:9]([CH3:11])[N:8]=[C:7]([N:12]2[CH2:13][CH2:14][N:15]([CH2:18][CH2:19][CH2:20][CH2:21][NH:22][C:28]([N:30]3[CH2:31][CH2:32][C:41]4[NH:42][C:43]5[CH:44]=[CH:45][C:37]([C:36]([F:50])([F:51])[F:35])=[CH:38][C:39]=5[C:40]=4[CH2:34]3)=[O:29])[CH2:16][CH2:17]2)[CH:6]=1)([CH3:4])([CH3:2])[CH3:3], predict the reactants needed to synthesize it. The reactants are: [C:1]([C:5]1[N:10]=[C:9]([CH3:11])[N:8]=[C:7]([N:12]2[CH2:17][CH2:16][N:15]([CH2:18][CH2:19][CH2:20][CH2:21][NH2:22])[CH2:14][CH2:13]2)[CH:6]=1)([CH3:4])([CH3:3])[CH3:2].C1N=CN([C:28]([N:30]2[CH:34]=N[CH:32]=[CH:31]2)=[O:29])C=1.[F:35][C:36]([F:51])([F:50])[C:37]1[CH:45]=[CH:44][C:43]2[NH:42][C:41]3CCNC[C:40]=3[C:39]=2[CH:38]=1. (3) Given the product [Cl:1][C:2]1[CH:3]=[CH:4][C:5]2[NH:11][C:10](=[O:12])[C@@H:9]([CH2:13][C:14](=[S:37])[NH2:16])[S:8][C@H:7]([C:17]3[CH:22]=[CH:21][CH:20]=[C:19]([O:23][CH3:24])[C:18]=3[O:25][CH3:26])[C:6]=2[CH:27]=1, predict the reactants needed to synthesize it. The reactants are: [Cl:1][C:2]1[CH:3]=[CH:4][C:5]2[NH:11][C:10](=[O:12])[C@@H:9]([CH2:13][C:14]([NH2:16])=O)[S:8][C@H:7]([C:17]3[CH:22]=[CH:21][CH:20]=[C:19]([O:23][CH3:24])[C:18]=3[O:25][CH3:26])[C:6]=2[CH:27]=1.COC1C=CC(P2(SP(C3C=CC(OC)=CC=3)(=S)S2)=[S:37])=CC=1. (4) Given the product [O:19]1[CH2:24][CH2:23][CH2:22][CH:21]([CH2:25][NH:26][C:15]([C:4]2[C:3]3[C:7](=[CH:8][CH:9]=[CH:10][C:2]=3[Cl:1])[N:6]([CH:11]3[CH2:12][O:13][CH2:14]3)[CH:5]=2)=[O:17])[CH2:20]1, predict the reactants needed to synthesize it. The reactants are: [Cl:1][C:2]1[CH:10]=[CH:9][CH:8]=[C:7]2[C:3]=1[C:4]([C:15]([OH:17])=O)=[CH:5][N:6]2[CH:11]1[CH2:14][O:13][CH2:12]1.Cl.[O:19]1[CH2:24][CH2:23][CH2:22][CH:21]([CH2:25][NH2:26])[CH2:20]1. (5) Given the product [C:1]([N:8]1[CH2:9][CH2:10][CH2:11][CH2:12][CH2:13]1)([O:3][C:4]([CH3:7])([CH3:6])[CH3:5])=[O:2], predict the reactants needed to synthesize it. The reactants are: [C:1]([N:8]1[CH2:13][CH2:12][C:11](=O)[CH2:10][CH2:9]1)([O:3][C:4]([CH3:7])([CH3:6])[CH3:5])=[O:2].FC(F)CN. (6) Given the product [NH2:8][C@@H:9]([C@@H:57]([CH3:60])[CH2:58][CH3:59])[C:10]([O:12][C@H:13]1[CH2:17][C@H:16]([NH:18][C:19]2[C:24]([C:25]([C:27]3[S:28][C:29]([CH3:43])=[C:30]([C@H:32]4[C:41]5[C:36](=[CH:37][CH:38]=[C:39]([Cl:42])[CH:40]=5)[CH2:35][CH2:34][O:33]4)[CH:31]=3)=[O:26])=[CH:23][N:22]=[CH:21][N:20]=2)[CH2:15][C@@H:14]1[CH2:44][O:45][S:46](=[O:55])(=[O:56])[NH2:47])=[O:11], predict the reactants needed to synthesize it. The reactants are: C(OC([NH:8][C@@H:9]([C@@H:57]([CH3:60])[CH2:58][CH3:59])[C:10]([O:12][C@H:13]1[CH2:17][C@H:16]([NH:18][C:19]2[C:24]([C:25]([C:27]3[S:28][C:29]([CH3:43])=[C:30]([C@H:32]4[C:41]5[C:36](=[CH:37][CH:38]=[C:39]([Cl:42])[CH:40]=5)[CH2:35][CH2:34][O:33]4)[CH:31]=3)=[O:26])=[CH:23][N:22]=[CH:21][N:20]=2)[CH2:15][C@@H:14]1[CH2:44][O:45][S:46](=[O:56])(=[O:55])[NH:47]C(OC(C)(C)C)=O)=[O:11])=O)(C)(C)C.FC(F)(F)C(O)=O. (7) Given the product [CH2:1]([O:3][C:4](=[O:17])[CH2:5][O:6][C:7]1[CH:12]=[CH:11][C:10]([C:19]#[C:18][C:20]2[CH:25]=[CH:24][CH:23]=[C:22]([F:26])[CH:21]=2)=[CH:9][C:8]=1[N+:14]([O-:16])=[O:15])[CH3:2], predict the reactants needed to synthesize it. The reactants are: [CH2:1]([O:3][C:4](=[O:17])[CH2:5][O:6][C:7]1[CH:12]=[CH:11][C:10](Br)=[CH:9][C:8]=1[N+:14]([O-:16])=[O:15])[CH3:2].[C:18]([C:20]1[CH:25]=[CH:24][CH:23]=[C:22]([F:26])[CH:21]=1)#[CH:19].C(N(CC)CC)C. (8) Given the product [F:13][C:9]1[C:8]([F:14])=[C:7]2[C:12]([C:3]([CH2:2][N:23]3[C:22]4[CH:24]=[CH:25][CH:26]=[C:27]([CH3:28])[C:21]=4[N:20]=[C:19]3[CH:16]([CH3:18])[CH3:17])=[CH:4][C:5](=[O:15])[NH:6]2)=[CH:11][CH:10]=1, predict the reactants needed to synthesize it. The reactants are: Br[CH2:2][C:3]1[C:12]2[C:7](=[C:8]([F:14])[C:9]([F:13])=[CH:10][CH:11]=2)[NH:6][C:5](=[O:15])[CH:4]=1.[CH:16]([C:19]1[NH:23][C:22]2[CH:24]=[CH:25][CH:26]=[C:27]([CH3:28])[C:21]=2[N:20]=1)([CH3:18])[CH3:17].